Task: Binary Classification. Given a T-cell receptor sequence (or CDR3 region) and an epitope sequence, predict whether binding occurs between them.. Dataset: TCR-epitope binding with 47,182 pairs between 192 epitopes and 23,139 TCRs (1) The epitope is GMFNMLSTVLGVS. The TCR CDR3 sequence is CASSLVDLVHGYTF. Result: 0 (the TCR does not bind to the epitope). (2) The epitope is CLGGLLTMV. The TCR CDR3 sequence is CASSLPIGRSYNEQFF. Result: 0 (the TCR does not bind to the epitope).